Dataset: Aqueous solubility values for 9,982 compounds from the AqSolDB database. Task: Regression/Classification. Given a drug SMILES string, predict its absorption, distribution, metabolism, or excretion properties. Task type varies by dataset: regression for continuous measurements (e.g., permeability, clearance, half-life) or binary classification for categorical outcomes (e.g., BBB penetration, CYP inhibition). For this dataset (solubility_aqsoldb), we predict Y. (1) The molecule is CCC(C)(C)C1CCC(=O)CC1. The Y is -2.66 log mol/L. (2) The drug is O=C(C1CCCC1)N(O)C1CCCCC1. The Y is -3.16 log mol/L. (3) The drug is c1ccc2c(c1)Oc1ccccc1O2. The Y is -5.31 log mol/L. (4) The compound is CCCCCCCCCCCCCCCCCC(=O)OC. The Y is -9.00 log mol/L. (5) The compound is S=[Cd]. The Y is -4.08 log mol/L. (6) The Y is -5.66 log mol/L. The compound is [Ca+2].[O-2].[O-2].[O-2].[Ti+4].